Dataset: Reaction yield outcomes from USPTO patents with 853,638 reactions. Task: Predict the reaction yield, written as a fraction of the theoretical maximum amount of product (1.0 means a 100% yield; for example, 0.34 means a 34% yield). (1) The reactants are [N+:1]([C:4]1[CH:18]=[CH:17][C:7]([O:8][CH:9]2[CH:14]3[CH2:15][CH2:16][N:11]([CH2:12][CH2:13]3)[CH2:10]2)=[CH:6][CH:5]=1)([O-])=O. The catalyst is CO.[Pd]. The product is [N:11]12[CH2:12][CH2:13][CH:14]([CH2:15][CH2:16]1)[CH:9]([O:8][C:7]1[CH:17]=[CH:18][C:4]([NH2:1])=[CH:5][CH:6]=1)[CH2:10]2. The yield is 1.00. (2) The product is [C:1]([CH:5]1[CH2:13][C:12]2[C:7](=[CH:8][C:9]([N+:27]([O-:29])=[O:28])=[CH:10][CH:11]=2)[NH:6]1)([CH3:4])([CH3:2])[CH3:3]. The reactants are [C:1]([CH:5]1[CH2:13][C:12]2[C:7](=[CH:8][CH:9]=[CH:10][CH:11]=2)[NH:6]1)([CH3:4])([CH3:3])[CH3:2].C(C1NC2C(C=1)=CC=CC=2)(C)(C)C.[N+:27]([O-])([O-:29])=[O:28].[K+].C([O-])([O-])=O.[Na+].[Na+]. The yield is 0.320. The catalyst is OS(O)(=O)=O. (3) The reactants are [CH2:1]([N:8]1[C:14](=[O:15])[CH:13]([CH2:16][C:17]([OH:19])=[O:18])[CH2:12][C:11]2[CH:20]=[CH:21][C:22]([O:24][CH2:25][CH2:26][CH2:27][N:28]([C:36]3[CH:41]=[CH:40][CH:39]=[CH:38][N:37]=3)C(OC(C)(C)C)=O)=[CH:23][C:10]=2[CH2:9]1)[C:2]1[CH:7]=[CH:6][CH:5]=[CH:4][CH:3]=1.O=C1C(CC(O)=O)CC2C=CC(OCCCN(C3C=CC=CN=3)C(OC(C)(C)C)=O)=CC=2CN1CC1C=CC(C(F)(F)F)=CC=1. The yield is 0.400. The product is [CH2:1]([N:8]1[C:14](=[O:15])[CH:13]([CH2:16][C:17]([OH:19])=[O:18])[CH2:12][C:11]2[CH:20]=[CH:21][C:22]([O:24][CH2:25][CH2:26][CH2:27][NH:28][C:36]3[CH:41]=[CH:40][CH:39]=[CH:38][N:37]=3)=[CH:23][C:10]=2[CH2:9]1)[C:2]1[CH:7]=[CH:6][CH:5]=[CH:4][CH:3]=1. No catalyst specified. (4) The reactants are [C:1]1([CH2:7][CH2:8][CH2:9][CH2:10][C:11]([N:13]([CH2:23][C:24]([O:26]C)=[O:25])[CH2:14][CH2:15][CH2:16][C:17]2[CH:22]=[CH:21][CH:20]=[CH:19][CH:18]=2)=[O:12])[CH:6]=[CH:5][CH:4]=[CH:3][CH:2]=1.[OH-].[Na+].Cl. The catalyst is CO.C(OCC)(=O)C. The product is [C:1]1([CH2:7][CH2:8][CH2:9][CH2:10][C:11]([N:13]([CH2:23][C:24]([OH:26])=[O:25])[CH2:14][CH2:15][CH2:16][C:17]2[CH:18]=[CH:19][CH:20]=[CH:21][CH:22]=2)=[O:12])[CH:6]=[CH:5][CH:4]=[CH:3][CH:2]=1. The yield is 0.800.